Dataset: Full USPTO retrosynthesis dataset with 1.9M reactions from patents (1976-2016). Task: Predict the reactants needed to synthesize the given product. (1) Given the product [CH2:14]([O:13][C:11](=[O:12])[C:10](=[O:16])/[CH:2]=[C:1](\[OH:3])/[C:4]1[CH:9]=[CH:8][CH:7]=[CH:6][N:5]=1)[CH3:15], predict the reactants needed to synthesize it. The reactants are: [C:1]([C:4]1[CH:9]=[CH:8][CH:7]=[CH:6][N:5]=1)(=[O:3])[CH3:2].[C:10](OCC)(=[O:16])[C:11]([O:13][CH2:14][CH3:15])=[O:12].CC[O-].[Na+].C(O)(=O)C. (2) Given the product [N:1]1[CH:6]=[CH:5][CH:4]=[CH:3][C:2]=1[C:7]1([C:11]([OH:16])=[O:13])[CH2:10][CH2:9][CH2:8]1, predict the reactants needed to synthesize it. The reactants are: [N:1]1[CH:6]=[CH:5][CH:4]=[CH:3][C:2]=1[C:7]1([C:11]#N)[CH2:10][CH2:9][CH2:8]1.[OH2:13].CC(O)=[O:16].S(=O)(=O)(O)O. (3) Given the product [S:1]1[CH:5]=[C:4]([CH:6]([OH:29])[CH2:7][CH2:8][N:9]2[CH2:16][CH:15]3[N:17]([C:19]4[CH:28]=[CH:27][C:26]5[C:21](=[CH:22][CH:23]=[CH:24][CH:25]=5)[CH:20]=4)[CH2:18][CH:10]2[CH2:11][CH:12]=[CH:13][CH2:14]3)[C:3]2[CH:30]=[CH:31][CH:32]=[CH:33][C:2]1=2, predict the reactants needed to synthesize it. The reactants are: [S:1]1[CH:5]=[C:4]([C:6](=[O:29])[CH2:7][CH2:8][N:9]2[CH2:16][CH:15]3[N:17]([C:19]4[CH:28]=[CH:27][C:26]5[C:21](=[CH:22][CH:23]=[CH:24][CH:25]=5)[CH:20]=4)[CH2:18][CH:10]2[CH2:11][CH:12]=[CH:13][CH2:14]3)[C:3]2[CH:30]=[CH:31][CH:32]=[CH:33][C:2]1=2.[BH4-].[Na+].CO.[OH-].[Na+]. (4) The reactants are: [C:1]([C:3]1[CH:4]=[C:5]2[C:10]3=[C:11]([CH2:13][N:14](C(OC(C)(C)C)=O)[CH2:15][CH2:16][N:9]3[CH2:8][CH2:7][CH:6]2[CH:24]2[CH2:26][CH2:25]2)[CH:12]=1)#[N:2].C(O)(C(F)(F)F)=O. Given the product [CH:24]1([CH:6]2[C:5]3[C:10]4=[C:11]([CH2:13][NH:14][CH2:15][CH2:16][N:9]4[CH2:8][CH2:7]2)[CH:12]=[C:3]([C:1]#[N:2])[CH:4]=3)[CH2:25][CH2:26]1, predict the reactants needed to synthesize it.